This data is from Catalyst prediction with 721,799 reactions and 888 catalyst types from USPTO. The task is: Predict which catalyst facilitates the given reaction. (1) Reactant: Cl[C:2]1[C:3]2[C:4](=[CH:13][N:14](CC3C=CC(OC)=CC=3)[N:15]=2)[N:5]=[C:6]([C:8]2[S:9][CH:10]=[CH:11][N:12]=2)[N:7]=1.[CH3:25][O:26][C:27]1[CH:28]=[C:29]([CH:31]=[CH:32][C:33]=1[O:34][CH3:35])[NH2:30].Cl. The catalyst class is: 71. Product: [CH3:25][O:26][C:27]1[CH:28]=[C:29]([NH:30][C:2]2[C:3]3[NH:15][N:14]=[CH:13][C:4]=3[N:5]=[C:6]([C:8]3[S:9][CH:10]=[CH:11][N:12]=3)[N:7]=2)[CH:31]=[CH:32][C:33]=1[O:34][CH3:35]. (2) Reactant: Br[C:2]1[CH:7]=[C:6]([C:8]([CH3:11])([CH3:10])[CH3:9])[CH:5]=[C:4]([C:12]([CH3:15])([CH3:14])[CH3:13])[C:3]=1[O:16][CH2:17][CH2:18][CH3:19].C([Li])(C)(C)C.[B:25](OC)([O:28]C)[O:26]C. Product: [CH2:17]([O:16][C:3]1[C:4]([C:12]([CH3:15])([CH3:14])[CH3:13])=[CH:5][C:6]([C:8]([CH3:11])([CH3:10])[CH3:9])=[CH:7][C:2]=1[B:25]([OH:28])[OH:26])[CH2:18][CH3:19]. The catalyst class is: 57.